This data is from Forward reaction prediction with 1.9M reactions from USPTO patents (1976-2016). The task is: Predict the product of the given reaction. (1) Given the reactants [F:1][C:2]1[CH:3]=[C:4]([CH:37]=[C:38]([F:40])[CH:39]=1)[CH2:5][C@H:6]([NH:20]C(C1C=C(C)N=C(N(CCC)CCC)N=1)=O)[C@H:7]([OH:19])[CH2:8][NH:9][CH2:10][C:11]1[CH:16]=[CH:15][CH:14]=[C:13]([CH2:17][CH3:18])[CH:12]=1.[CH2:41]([N:45]([CH3:57])[C:46]1[CH:47]=[C:48]([CH:52]=[C:53]([C:55]#[N:56])[N:54]=1)[C:49]([OH:51])=O)[CH2:42][CH2:43][CH3:44], predict the reaction product. The product is: [CH2:41]([N:45]([CH3:57])[C:46]1[CH:47]=[C:48]([CH:52]=[C:53]([C:55]#[N:56])[N:54]=1)[C:49]([NH:20][C@@H:6]([CH2:5][C:4]1[CH:37]=[C:38]([F:40])[CH:39]=[C:2]([F:1])[CH:3]=1)[C@H:7]([OH:19])[CH2:8][NH:9][CH2:10][C:11]1[CH:16]=[CH:15][CH:14]=[C:13]([CH2:17][CH3:18])[CH:12]=1)=[O:51])[CH2:42][CH2:43][CH3:44]. (2) Given the reactants [CH3:1][O:2][C:3]1[CH:9]=[CH:8][CH:7]=[CH:6][C:4]=1[NH2:5].[CH:10]([C:12]([CH3:14])=O)=[CH2:11], predict the reaction product. The product is: [CH3:1][O:2][C:3]1[CH:9]=[CH:8][CH:7]=[C:6]2[C:4]=1[N:5]=[CH:11][CH:10]=[C:12]2[CH3:14]. (3) Given the reactants [Al+3].[Cl-].[Cl-].[Cl-].[CH3:5][C:6]1[S:7][C:8]([CH3:11])=[CH:9][CH:10]=1.Cl[C:13](=[O:19])[C:14]([O:16][CH2:17][CH3:18])=[O:15], predict the reaction product. The product is: [CH3:5][C:6]1[S:7][C:8]([CH3:11])=[CH:9][C:10]=1[C:13](=[O:19])[C:14]([O:16][CH2:17][CH3:18])=[O:15].